Dataset: Catalyst prediction with 721,799 reactions and 888 catalyst types from USPTO. Task: Predict which catalyst facilitates the given reaction. (1) Reactant: [CH3:1][O:2][C:3]1[CH:10]=[CH:9][C:6]([CH2:7][NH2:8])=[CH:5][CH:4]=1.[CH2:11]([O:18][C:19]1[C:32]2[S:31][C:30]3[C:25](=[CH:26][CH:27]=[CH:28][CH:29]=3)[C:24](=[O:33])[C:23]=2[C:22](F)=[CH:21][CH:20]=1)[C:12]1[CH:17]=[CH:16][CH:15]=[CH:14][CH:13]=1. Product: [CH2:11]([O:18][C:19]1[C:32]2[S:31][C:30]3[C:25](=[CH:26][CH:27]=[CH:28][CH:29]=3)[C:24](=[O:33])[C:23]=2[C:22]([NH:8][CH2:7][C:6]2[CH:9]=[CH:10][C:3]([O:2][CH3:1])=[CH:4][CH:5]=2)=[CH:21][CH:20]=1)[C:12]1[CH:17]=[CH:16][CH:15]=[CH:14][CH:13]=1. The catalyst class is: 17. (2) Reactant: Br[C:2]1[CH:18]=[CH:17][C:5]([O:6][CH:7]([CH3:16])[CH2:8][NH:9][S:10]([CH:13]([CH3:15])[CH3:14])(=[O:12])=[O:11])=[CH:4][CH:3]=1.O.[NH2:20][C:21]1[CH:22]=[C:23](B(O)O)[CH:24]=[CH:25][CH:26]=1.C(=O)([O-])[O-].[Na+].[Na+]. Product: [NH2:20][C:21]1[CH:26]=[C:25]([C:2]2[CH:18]=[CH:17][C:5]([O:6][CH:7]([CH3:16])[CH2:8][NH:9][S:10]([CH:13]([CH3:15])[CH3:14])(=[O:12])=[O:11])=[CH:4][CH:3]=2)[CH:24]=[CH:23][CH:22]=1. The catalyst class is: 203. (3) Reactant: [I:1][C:2]1[CH:3]=[N:4][N:5]([CH2:8][C:9]2([OH:16])[CH2:15][CH2:14][CH2:13][CH2:12][CH2:11][CH2:10]2)[C:6]=1[CH3:7].[H-].[Na+].Br[CH2:20][CH2:21][O:22][CH3:23]. Product: [I:1][C:2]1[CH:3]=[N:4][N:5]([CH2:8][C:9]2([O:16][CH2:20][CH2:21][O:22][CH3:23])[CH2:10][CH2:11][CH2:12][CH2:13][CH2:14][CH2:15]2)[C:6]=1[CH3:7]. The catalyst class is: 675.